Dataset: Forward reaction prediction with 1.9M reactions from USPTO patents (1976-2016). Task: Predict the product of the given reaction. Given the reactants [NH2:1][C:2]1([CH3:13])[C:7](=[O:8])[N:6]([CH2:9][CH3:10])[C:5](=[O:11])[NH:4][C:3]1=[O:12].[F:14][C:15]1[C:16]([F:28])=[C:17]([F:27])[C:18]([F:26])=[C:19]2C(=O)O[C:21](=[O:22])[C:20]=12.CN(C=O)C, predict the reaction product. The product is: [CH2:9]([N:6]1[C:7](=[O:8])[C:2]([NH:1][C:21](=[O:22])[C:20]2[CH:19]=[C:18]([F:26])[C:17]([F:27])=[C:16]([F:28])[C:15]=2[F:14])([CH3:13])[C:3](=[O:12])[NH:4][C:5]1=[O:11])[CH3:10].